Dataset: Reaction yield outcomes from USPTO patents with 853,638 reactions. Task: Predict the reaction yield, written as a fraction of the theoretical maximum amount of product (1.0 means a 100% yield; for example, 0.34 means a 34% yield). (1) The reactants are [F:1][C:2]([F:17])([F:16])[CH2:3][N:4]1[C:13](=[O:14])[C:12]2[C:7](=[CH:8][CH:9]=[CH:10][CH:11]=2)[NH:6][C:5]1=[O:15].CC(N=P(N1CCCC1)(N1CCCC1)N1CCCC1)(C)C.[C:39]([O:43][C:44](=[O:65])[NH:45][CH2:46][C:47]1[CH:64]=[CH:63][C:50]2[N:51]([CH2:56][CH2:57][CH2:58][S:59]([CH3:62])(=[O:61])=[O:60])[C:52]([CH2:54]Cl)=[N:53][C:49]=2[CH:48]=1)([CH3:42])([CH3:41])[CH3:40]. The catalyst is C1COCC1. The product is [C:39]([O:43][C:44](=[O:65])[NH:45][CH2:46][C:47]1[CH:64]=[CH:63][C:50]2[N:51]([CH2:56][CH2:57][CH2:58][S:59]([CH3:62])(=[O:60])=[O:61])[C:52]([CH2:54][N:6]3[C:7]4[C:12](=[CH:11][CH:10]=[CH:9][CH:8]=4)[C:13](=[O:14])[N:4]([CH2:3][C:2]([F:1])([F:16])[F:17])[C:5]3=[O:15])=[N:53][C:49]=2[CH:48]=1)([CH3:42])([CH3:40])[CH3:41]. The yield is 0.180. (2) The reactants are [F:1][C:2]1[CH:7]=[CH:6][C:5]([CH2:8][C:9]([OH:11])=O)=[CH:4][CH:3]=1.C(Cl)(=O)C(Cl)=O.[CH:18]([C@H:31]1[O:36][CH2:35][C@@H:34]([NH2:37])[CH2:33][CH2:32]1)([C:25]1[CH:30]=[CH:29][CH:28]=[CH:27][CH:26]=1)[C:19]1[CH:24]=[CH:23][CH:22]=[CH:21][CH:20]=1.C(N(CC)CC)C. The catalyst is ClCCl.CN(C=O)C. The yield is 0.800. The product is [CH:18]([C@H:31]1[O:36][CH2:35][C@@H:34]([NH:37][C:9](=[O:11])[CH2:8][C:5]2[CH:4]=[CH:3][C:2]([F:1])=[CH:7][CH:6]=2)[CH2:33][CH2:32]1)([C:25]1[CH:30]=[CH:29][CH:28]=[CH:27][CH:26]=1)[C:19]1[CH:20]=[CH:21][CH:22]=[CH:23][CH:24]=1. (3) The reactants are [NH2:1][C:2]1[CH:17]=[C:16]([C:18]([O:20][CH3:21])=[O:19])[CH:15]=[CH:14][C:3]=1[C:4]([NH:6][C:7]1[CH:12]=[CH:11][C:10]([Cl:13])=[CH:9][N:8]=1)=[O:5].[C:22]([O:26][C:27]([N:29]1[CH2:34][CH2:33][CH:32]([CH2:35][CH:36]=O)[CH2:31][CH2:30]1)=[O:28])([CH3:25])([CH3:24])[CH3:23].CCOC(C)=O. The catalyst is C(Cl)Cl. The product is [Cl:13][C:10]1[CH:11]=[CH:12][C:7]([NH:6][C:4](=[O:5])[C:3]2[CH:14]=[CH:15][C:16]([C:18]([O:20][CH3:21])=[O:19])=[CH:17][C:2]=2[NH:1][CH:35]([CH:32]2[CH2:31][CH2:30][N:29]([C:27]([O:26][C:22]([CH3:23])([CH3:25])[CH3:24])=[O:28])[CH2:34][CH2:33]2)[CH3:36])=[N:8][CH:9]=1. The yield is 0.610. (4) The reactants are [C:1]([O:4][C@H:5]([CH3:31])[CH2:6][CH2:7][CH2:8][CH2:9][N:10]1[C:19](=[O:20])[C:18]2[N:17]([CH2:21][C:22]3[CH:27]=[CH:26][CH:25]=[CH:24][CH:23]=3)[C:16]([CH2:28][NH2:29])=[N:15][C:14]=2[N:13]([CH3:30])[C:11]1=[O:12])(=[O:3])[CH3:2].[F:32][C:33]([F:44])([F:43])[C:34]([O:36]C(=O)C(F)(F)F)=[O:35]. The catalyst is C(Cl)(Cl)Cl. The product is [C:1]([O:4][C@H:5]([CH3:31])[CH2:6][CH2:7][CH2:8][CH2:9][N:10]1[C:19](=[O:20])[C:18]2[N:17]([CH2:21][C:22]3[CH:27]=[CH:26][CH:25]=[CH:24][CH:23]=3)[C:16]([CH2:28][NH:29][O:36][C:34](=[O:35])[C:33]([F:44])([F:43])[F:32])=[N:15][C:14]=2[N:13]([CH3:30])[C:11]1=[O:12])(=[O:3])[CH3:2]. The yield is 0.950. (5) The reactants are [CH2:1]([N:8]1[CH2:13][C:12]2([CH2:18][CH2:17][NH:16][CH2:15][CH2:14]2)[O:11][CH:10]([C:19]2[CH:24]=[CH:23][CH:22]=[CH:21][CH:20]=2)[CH2:9]1)[C:2]1[CH:7]=[CH:6][CH:5]=[CH:4][CH:3]=1.[CH3:25][C:26]([O:29][C:30](O[C:30]([O:29][C:26]([CH3:28])([CH3:27])[CH3:25])=[O:31])=[O:31])([CH3:28])[CH3:27]. The catalyst is C(Cl)Cl. The product is [CH2:1]([N:8]1[CH2:13][C:12]2([CH2:18][CH2:17][N:16]([C:30]([O:29][C:26]([CH3:28])([CH3:27])[CH3:25])=[O:31])[CH2:15][CH2:14]2)[O:11][CH:10]([C:19]2[CH:24]=[CH:23][CH:22]=[CH:21][CH:20]=2)[CH2:9]1)[C:2]1[CH:3]=[CH:4][CH:5]=[CH:6][CH:7]=1. The yield is 0.660.